Dataset: Catalyst prediction with 721,799 reactions and 888 catalyst types from USPTO. Task: Predict which catalyst facilitates the given reaction. (1) Product: [C:44]1([CH:39]([N:4]2[CH2:5][CH2:6][N:1]([C:7]3[CH:8]=[CH:9][C:10]([NH:13][C:14]([C:16]4[CH:21]=[CH:20][CH:19]=[CH:18][C:17]=4[C:22]4[CH:27]=[CH:26][C:25]([C:28]([F:29])([F:31])[F:30])=[CH:24][CH:23]=4)=[O:15])=[CH:11][CH:12]=3)[CH2:2][CH2:3]2)[C:40]([O:42][CH3:43])=[O:41])[CH:49]=[CH:48][CH:47]=[CH:46][CH:45]=1. Reactant: [N:1]1([C:7]2[CH:12]=[CH:11][C:10]([NH:13][C:14]([C:16]3[C:17]([C:22]4[CH:27]=[CH:26][C:25]([C:28]([F:31])([F:30])[F:29])=[CH:24][CH:23]=4)=[CH:18][CH:19]=[CH:20][CH:21]=3)=[O:15])=[CH:9][CH:8]=2)[CH2:6][CH2:5][NH:4][CH2:3][CH2:2]1.C([O-])([O-])=O.[Na+].[Na+].Br[CH:39]([C:44]1[CH:49]=[CH:48][CH:47]=[CH:46][CH:45]=1)[C:40]([O:42][CH3:43])=[O:41]. The catalyst class is: 3. (2) Reactant: C[O:2][C:3](=[O:25])[C:4]1[CH:9]=[CH:8][C:7]([NH:10][C:11]2[N:16]=[C:15]([NH:17][C:18]3[CH:23]=[CH:22][C:21]([F:24])=[CH:20][CH:19]=3)[CH:14]=[CH:13][N:12]=2)=[CH:6][CH:5]=1.[OH-].[Na+].O.O1CCOCC1. Product: [F:24][C:21]1[CH:20]=[CH:19][C:18]([NH:17][C:15]2[CH:14]=[CH:13][N:12]=[C:11]([NH:10][C:7]3[CH:8]=[CH:9][C:4]([C:3]([OH:25])=[O:2])=[CH:5][CH:6]=3)[N:16]=2)=[CH:23][CH:22]=1. The catalyst class is: 5. (3) Reactant: Br[CH2:2][C:3]1[O:7][N:6]=[CH:5][CH:4]=1.[N-:8]=[N+:9]=[N-:10].[Na+].C(OCC)(=O)C.C(=O)(O)[O-].[Na+]. Product: [N:8]([CH2:2][C:3]1[O:7][N:6]=[CH:5][CH:4]=1)=[N+:9]=[N-:10]. The catalyst class is: 24. (4) Reactant: C(OC([N:8]1[CH2:12][C@H:11]([S:13][C:14]([C:27]2[CH:32]=[CH:31][CH:30]=[CH:29][CH:28]=2)([C:21]2[CH:26]=[CH:25][CH:24]=[CH:23][CH:22]=2)[C:15]2[CH:20]=[CH:19][CH:18]=[CH:17][CH:16]=2)[CH2:10][C@H:9]1[CH2:33][OH:34])=O)(C)(C)C.C(O)(C(F)(F)F)=O. Product: [C:14]([S:13][C@H:11]1[CH2:12][NH:8][C@H:9]([CH2:33][OH:34])[CH2:10]1)([C:27]1[CH:28]=[CH:29][CH:30]=[CH:31][CH:32]=1)([C:21]1[CH:22]=[CH:23][CH:24]=[CH:25][CH:26]=1)[C:15]1[CH:20]=[CH:19][CH:18]=[CH:17][CH:16]=1. The catalyst class is: 2. (5) Reactant: FC(F)(F)C(O)=O.[CH2:8]1[C:14]2[CH:15]=[CH:16][C:17]([OH:19])=[CH:18][C:13]=2[CH2:12][CH2:11][NH:10][CH2:9]1.C(N(CC)CC)C.[CH:27]1([CH:30]=O)[CH2:29][CH2:28]1.C(O[BH-](OC(=O)C)OC(=O)C)(=O)C.[Na+]. Product: [CH:27]1([CH2:30][N:10]2[CH2:9][CH2:8][C:14]3[CH:15]=[CH:16][C:17]([OH:19])=[CH:18][C:13]=3[CH2:12][CH2:11]2)[CH2:29][CH2:28]1. The catalyst class is: 96.